The task is: Regression. Given two drug SMILES strings and cell line genomic features, predict the synergy score measuring deviation from expected non-interaction effect.. This data is from NCI-60 drug combinations with 297,098 pairs across 59 cell lines. (1) Drug 1: C1C(C(OC1N2C=C(C(=O)NC2=O)F)CO)O. Drug 2: C1=NC(=NC(=O)N1C2C(C(C(O2)CO)O)O)N. Cell line: T-47D. Synergy scores: CSS=8.34, Synergy_ZIP=-4.07, Synergy_Bliss=-4.71, Synergy_Loewe=0.692, Synergy_HSA=-1.68. (2) Drug 1: CC12CCC(CC1=CCC3C2CCC4(C3CC=C4C5=CN=CC=C5)C)O. Drug 2: N.N.Cl[Pt+2]Cl. Cell line: IGROV1. Synergy scores: CSS=4.43, Synergy_ZIP=-2.26, Synergy_Bliss=-0.281, Synergy_Loewe=-0.569, Synergy_HSA=0.0830. (3) Drug 2: C1CCC(C(C1)N)N.C(=O)(C(=O)[O-])[O-].[Pt+4]. Drug 1: C1=NC2=C(N=C(N=C2N1C3C(C(C(O3)CO)O)F)Cl)N. Synergy scores: CSS=48.7, Synergy_ZIP=3.87, Synergy_Bliss=3.37, Synergy_Loewe=-3.83, Synergy_HSA=6.81. Cell line: K-562. (4) Drug 1: CC1C(C(CC(O1)OC2CC(CC3=C2C(=C4C(=C3O)C(=O)C5=C(C4=O)C(=CC=C5)OC)O)(C(=O)C)O)N)O.Cl. Drug 2: C1=NC2=C(N=C(N=C2N1C3C(C(C(O3)CO)O)O)F)N. Cell line: HL-60(TB). Synergy scores: CSS=50.6, Synergy_ZIP=-3.98, Synergy_Bliss=-12.1, Synergy_Loewe=-23.9, Synergy_HSA=-12.2. (5) Drug 1: CCC(=C(C1=CC=CC=C1)C2=CC=C(C=C2)OCCN(C)C)C3=CC=CC=C3.C(C(=O)O)C(CC(=O)O)(C(=O)O)O. Drug 2: B(C(CC(C)C)NC(=O)C(CC1=CC=CC=C1)NC(=O)C2=NC=CN=C2)(O)O. Cell line: SNB-19. Synergy scores: CSS=55.4, Synergy_ZIP=9.43, Synergy_Bliss=9.81, Synergy_Loewe=-38.4, Synergy_HSA=9.94. (6) Drug 1: CC1=C(C(=CC=C1)Cl)NC(=O)C2=CN=C(S2)NC3=CC(=NC(=N3)C)N4CCN(CC4)CCO. Drug 2: CS(=O)(=O)CCNCC1=CC=C(O1)C2=CC3=C(C=C2)N=CN=C3NC4=CC(=C(C=C4)OCC5=CC(=CC=C5)F)Cl. Cell line: MOLT-4. Synergy scores: CSS=1.63, Synergy_ZIP=-1.09, Synergy_Bliss=-5.77, Synergy_Loewe=-7.43, Synergy_HSA=-7.38.